The task is: Predict the reactants needed to synthesize the given product.. This data is from Full USPTO retrosynthesis dataset with 1.9M reactions from patents (1976-2016). (1) The reactants are: [F:1][C:2]([F:47])([F:46])[C:3]1[CH:4]=[C:5]([CH:39]=[C:40]([C:42]([F:45])([F:44])[F:43])[CH:41]=1)[CH2:6][N:7]([CH2:15][C:16]1[CH:21]=[C:20]([C:22]([F:25])([F:24])[F:23])[CH:19]=[CH:18][C:17]=1[N:26]([CH2:37][CH3:38])[CH2:27][CH2:28][CH2:29][CH2:30][CH2:31][C:32]([O:34][CH2:35][CH3:36])=[O:33])[C:8]1[N:13]=[CH:12][C:11]([OH:14])=[CH:10][N:9]=1.[CH3:48][O:49][CH2:50][CH2:51]O.C1(P(C2C=CC=CC=2)C2C=CC=CC=2)C=CC=CC=1.N(C(OCC)=O)=NC(OCC)=O. Given the product [F:47][C:2]([F:1])([F:46])[C:3]1[CH:4]=[C:5]([CH:39]=[C:40]([C:42]([F:43])([F:44])[F:45])[CH:41]=1)[CH2:6][N:7]([CH2:15][C:16]1[CH:21]=[C:20]([C:22]([F:25])([F:24])[F:23])[CH:19]=[CH:18][C:17]=1[N:26]([CH2:37][CH3:38])[CH2:27][CH2:28][CH2:29][CH2:30][CH2:31][C:32]([O:34][CH2:35][CH3:36])=[O:33])[C:8]1[N:9]=[CH:10][C:11]([O:14][CH2:51][CH2:50][O:49][CH3:48])=[CH:12][N:13]=1, predict the reactants needed to synthesize it. (2) Given the product [Cl:1][C:2]1[CH:3]=[C:4]([NH:25][C:22]2[CH:21]=[CH:20][C:19]([N:16]3[CH2:17][CH2:18][N:13]([CH3:12])[CH2:14][CH2:15]3)=[CH:24][N:23]=2)[C:5]2[N:6]([CH:8]=[CH:9][N:10]=2)[CH:7]=1, predict the reactants needed to synthesize it. The reactants are: [Cl:1][C:2]1[CH:3]=[C:4](Br)[C:5]2[N:6]([CH:8]=[CH:9][N:10]=2)[CH:7]=1.[CH3:12][N:13]1[CH2:18][CH2:17][N:16]([C:19]2[CH:20]=[CH:21][C:22]([NH2:25])=[N:23][CH:24]=2)[CH2:15][CH2:14]1.CC1(C)C2C(=C(P(C3C=CC=CC=3)C3C=CC=CC=3)C=CC=2)OC2C(P(C3C=CC=CC=3)C3C=CC=CC=3)=CC=CC1=2.C([O-])([O-])=O.[Cs+].[Cs+]. (3) Given the product [CH3:11][N:8]1[C:7]([CH:12]=[C:13]2[CH2:14][N:15]([C:17]([O:19][C:20]([CH3:21])([CH3:22])[CH3:23])=[O:18])[CH2:16]2)=[N:6][C:5]2[C:9]1=[N:10][C:2]([N:33]1[C:34]3[CH:40]=[CH:39][CH:38]=[CH:37][C:35]=3[N:36]=[C:32]1[CH2:30][CH3:31])=[N:3][C:4]=2[N:24]1[CH2:29][CH2:28][O:27][CH2:26][CH2:25]1, predict the reactants needed to synthesize it. The reactants are: Cl[C:2]1[N:10]=[C:9]2[C:5]([N:6]=[C:7]([CH:12]=[C:13]3[CH2:16][N:15]([C:17]([O:19][C:20]([CH3:23])([CH3:22])[CH3:21])=[O:18])[CH2:14]3)[N:8]2[CH3:11])=[C:4]([N:24]2[CH2:29][CH2:28][O:27][CH2:26][CH2:25]2)[N:3]=1.[CH2:30]([C:32]1[NH:33][C:34]2[CH:40]=[CH:39][CH:38]=[CH:37][C:35]=2[N:36]=1)[CH3:31].C(=O)([O-])[O-].[Cs+].[Cs+]. (4) Given the product [CH2:23]([NH:26][C:20]([C@@H:12]1[CH2:13][C:14]2[C:19](=[CH:18][CH:17]=[CH:16][CH:15]=2)[N:11]1[C:9]([O:8][CH2:1][C:2]1[CH:7]=[CH:6][CH:5]=[CH:4][CH:3]=1)=[O:10])=[O:22])[CH2:24][CH3:25], predict the reactants needed to synthesize it. The reactants are: [CH2:1]([O:8][C:9]([N:11]1[C:19]2[C:14](=[CH:15][CH:16]=[CH:17][CH:18]=2)[CH2:13][C@H:12]1[C:20]([OH:22])=O)=[O:10])[C:2]1[CH:7]=[CH:6][CH:5]=[CH:4][CH:3]=1.[CH2:23]([NH2:26])[CH2:24][CH3:25]. (5) The reactants are: [NH2:1][C:2]1[CH:7]=[CH:6][C:5]([N:8]2[CH2:13][CH2:12][O:11][CH2:10][C:9]2=[O:14])=[CH:4][CH:3]=1.Cl.Cl[CH2:17][CH2:18][NH:19][CH2:20][CH2:21]Cl.C(=O)([O-])[O-].[K+].[K+]. Given the product [N:1]1([C:2]2[CH:3]=[CH:4][C:5]([N:8]3[CH2:13][CH2:12][O:11][CH2:10][C:9]3=[O:14])=[CH:6][CH:7]=2)[CH2:21][CH2:20][NH:19][CH2:18][CH2:17]1, predict the reactants needed to synthesize it. (6) Given the product [CH:1]1([CH:7]([C:13]2[CH:14]=[CH:15][C:10]([NH2:9])=[CH:11][CH:12]=2)[C:13]2[CH:14]=[CH:15][C:10]([NH2:9])=[CH:11][CH:12]=2)[CH2:6][CH2:5][CH2:4][CH2:3][CH2:2]1, predict the reactants needed to synthesize it. The reactants are: [CH:1]1([CH:7]=O)[CH2:6][CH2:5][CH2:4][CH2:3][CH2:2]1.[NH2:9][C:10]1[CH:15]=[CH:14][CH:13]=[CH:12][CH:11]=1.Cl.[OH-].[Na+].